From a dataset of Full USPTO retrosynthesis dataset with 1.9M reactions from patents (1976-2016). Predict the reactants needed to synthesize the given product. (1) Given the product [CH:9]1([C:12]2[CH:17]=[CH:16][N:15]=[C:14]([NH:18][C:19]3[N:20]=[C:21]([C:26]4[S:30][C:29]([C:36]5([OH:38])[CH2:35][CH2:34][CH:33]([C:39]([O:41][CH3:42])=[O:40])[C:32]([CH3:31])([CH3:43])[CH2:37]5)=[N:28][CH:27]=4)[CH:22]=[C:23]([CH3:25])[CH:24]=3)[CH:13]=2)[CH2:10][CH2:11]1, predict the reactants needed to synthesize it. The reactants are: [Li+].CC([N-]C(C)C)C.[CH:9]1([C:12]2[CH:17]=[CH:16][N:15]=[C:14]([NH:18][C:19]3[CH:24]=[C:23]([CH3:25])[CH:22]=[C:21]([C:26]4[S:30][CH:29]=[N:28][CH:27]=4)[N:20]=3)[CH:13]=2)[CH2:11][CH2:10]1.[CH3:31][C:32]1([CH3:43])[CH2:37][C:36](=[O:38])[CH2:35][CH2:34][CH:33]1[C:39]([O:41][CH3:42])=[O:40]. (2) Given the product [CH2:14]([C:12]1[N:13]=[C:8]([C:6]([NH:21][CH2:22][C:23]([OH:25])=[O:24])=[O:7])[C:9]([OH:20])=[C:10]2[C:18]([CH3:19])=[N:17][S:16][C:11]=12)[CH3:15], predict the reactants needed to synthesize it. The reactants are: C(O[C:6]([C:8]1[C:9]([OH:20])=[C:10]2[C:18]([CH3:19])=[N:17][S:16][C:11]2=[C:12]([CH2:14][CH3:15])[N:13]=1)=[O:7])CCC.[NH2:21][CH2:22][C:23]([OH:25])=[O:24].